From a dataset of NCI-60 drug combinations with 297,098 pairs across 59 cell lines. Regression. Given two drug SMILES strings and cell line genomic features, predict the synergy score measuring deviation from expected non-interaction effect. (1) Drug 1: CC(C1=C(C=CC(=C1Cl)F)Cl)OC2=C(N=CC(=C2)C3=CN(N=C3)C4CCNCC4)N. Drug 2: C1CC(C1)(C(=O)O)C(=O)O.[NH2-].[NH2-].[Pt+2]. Cell line: SK-OV-3. Synergy scores: CSS=27.2, Synergy_ZIP=-5.48, Synergy_Bliss=0.584, Synergy_Loewe=-0.564, Synergy_HSA=0.712. (2) Drug 1: CC1=C(C(=O)C2=C(C1=O)N3CC4C(C3(C2COC(=O)N)OC)N4)N. Drug 2: C1C(C(OC1N2C=NC3=C2NC=NCC3O)CO)O. Cell line: SK-MEL-28. Synergy scores: CSS=2.42, Synergy_ZIP=-0.569, Synergy_Bliss=-0.0887, Synergy_Loewe=0.00841, Synergy_HSA=-0.0133. (3) Drug 1: CC1=C(C=C(C=C1)NC2=NC=CC(=N2)N(C)C3=CC4=NN(C(=C4C=C3)C)C)S(=O)(=O)N.Cl. Drug 2: C1CCC(CC1)NC(=O)N(CCCl)N=O. Cell line: BT-549. Synergy scores: CSS=10.9, Synergy_ZIP=2.87, Synergy_Bliss=7.45, Synergy_Loewe=-2.81, Synergy_HSA=5.04. (4) Drug 1: CC12CCC3C(C1CCC2=O)CC(=C)C4=CC(=O)C=CC34C. Drug 2: C1CN1P(=S)(N2CC2)N3CC3. Cell line: BT-549. Synergy scores: CSS=51.0, Synergy_ZIP=-0.759, Synergy_Bliss=-0.291, Synergy_Loewe=0.347, Synergy_HSA=0.632. (5) Drug 1: C1=CC(=CC=C1CCCC(=O)O)N(CCCl)CCCl. Drug 2: CC(C)NC(=O)C1=CC=C(C=C1)CNNC.Cl. Cell line: SK-MEL-5. Synergy scores: CSS=37.1, Synergy_ZIP=0.987, Synergy_Bliss=2.20, Synergy_Loewe=-2.44, Synergy_HSA=-0.315. (6) Drug 1: C1=CC(=CC=C1CC(C(=O)O)N)N(CCCl)CCCl.Cl. Drug 2: CC1=CC=C(C=C1)C2=CC(=NN2C3=CC=C(C=C3)S(=O)(=O)N)C(F)(F)F. Cell line: NCI/ADR-RES. Synergy scores: CSS=3.93, Synergy_ZIP=-2.72, Synergy_Bliss=-2.85, Synergy_Loewe=-5.23, Synergy_HSA=-4.09. (7) Drug 1: CCC1=C2CN3C(=CC4=C(C3=O)COC(=O)C4(CC)O)C2=NC5=C1C=C(C=C5)O. Drug 2: C1CCC(C(C1)N)N.C(=O)(C(=O)[O-])[O-].[Pt+4]. Cell line: DU-145. Synergy scores: CSS=72.8, Synergy_ZIP=-2.62, Synergy_Bliss=1.33, Synergy_Loewe=1.56, Synergy_HSA=4.77.